From a dataset of Volume of distribution at steady state (VDss) regression data from Lombardo et al.. Regression/Classification. Given a drug SMILES string, predict its absorption, distribution, metabolism, or excretion properties. Task type varies by dataset: regression for continuous measurements (e.g., permeability, clearance, half-life) or binary classification for categorical outcomes (e.g., BBB penetration, CYP inhibition). For this dataset (vdss_lombardo), we predict log10(VDss) (log10 of volume of distribution in L/kg). (1) The drug is CC(=[NH2+])N1CCC(Oc2ccc(C(Cc3ccc4ccc(C(N)=[NH2+])cc4c3)C(=O)[O-])cc2)C1. The log10(VDss) is 0.190. (2) The compound is C#CCC(Cc1cnc2nc(N)nc(N)c2n1)c1ccc(C(=O)NC(CCC(=O)[O-])C(=O)[O-])cc1. The log10(VDss) is 0.180.